From a dataset of Retrosynthesis with 50K atom-mapped reactions and 10 reaction types from USPTO. Predict the reactants needed to synthesize the given product. Given the product O=c1[nH]nc(Cl)c2cc(N3CCN(c4cnccn4)CC3)ccc12, predict the reactants needed to synthesize it. The reactants are: O=c1[nH]nc(Cl)c2cc(Br)ccc12.c1cnc(N2CCNCC2)cn1.